Dataset: Catalyst prediction with 721,799 reactions and 888 catalyst types from USPTO. Task: Predict which catalyst facilitates the given reaction. (1) The catalyst class is: 61. Product: [CH3:4][C:5]1[CH:10]=[C:9]([C:11]2[C:19]3[C:14](=[CH:15][C:16]([N+:22]([O-:24])=[O:23])=[C:17]([CH:20]=[O:1])[CH:18]=3)[N:13]([C:25]([C:38]3[CH:43]=[CH:42][CH:41]=[CH:40][CH:39]=3)([C:32]3[CH:37]=[CH:36][CH:35]=[CH:34][CH:33]=3)[C:26]3[CH:31]=[CH:30][CH:29]=[CH:28][CH:27]=3)[N:12]=2)[CH:8]=[CH:7][N:6]=1. Reactant: [O:1]=[O+][O-].[CH3:4][C:5]1[CH:10]=[C:9]([C:11]2[C:19]3[C:14](=[CH:15][C:16]([N+:22]([O-:24])=[O:23])=[C:17]([CH:20]=C)[CH:18]=3)[N:13]([C:25]([C:38]3[CH:43]=[CH:42][CH:41]=[CH:40][CH:39]=3)([C:32]3[CH:37]=[CH:36][CH:35]=[CH:34][CH:33]=3)[C:26]3[CH:31]=[CH:30][CH:29]=[CH:28][CH:27]=3)[N:12]=2)[CH:8]=[CH:7][N:6]=1. (2) Reactant: [Br:1][C:2]1[CH:7]=[C:6]([N+:8]([O-:10])=[O:9])[C:5]([CH3:11])=[CH:4][C:3]=1[O:12][CH3:13].C[O:15]C(OC)N(C)C.I([O-])(=O)(=O)=O.[Na+]. Product: [Br:1][C:2]1[C:3]([O:12][CH3:13])=[CH:4][C:5]([CH:11]=[O:15])=[C:6]([N+:8]([O-:10])=[O:9])[CH:7]=1. The catalyst class is: 35.